This data is from Full USPTO retrosynthesis dataset with 1.9M reactions from patents (1976-2016). The task is: Predict the reactants needed to synthesize the given product. (1) Given the product [CH:16]1([C@H:4]2[C@H:3]([CH3:19])[C@@H:2]([NH:1][C:21]3[C:22]([O:27][CH3:28])=[N:23][CH:24]=[CH:25][CH:26]=3)[C:11]3[C:6](=[CH:7][CH:8]=[C:9]([F:12])[CH:10]=3)[N:5]2[C:13](=[O:15])[CH3:14])[CH2:18][CH2:17]1, predict the reactants needed to synthesize it. The reactants are: [NH2:1][C@H:2]1[C:11]2[C:6](=[CH:7][CH:8]=[C:9]([F:12])[CH:10]=2)[N:5]([C:13](=[O:15])[CH3:14])[C@@H:4]([CH:16]2[CH2:18][CH2:17]2)[C@@H:3]1[CH3:19].Br[C:21]1[C:22]([O:27][CH3:28])=[N:23][CH:24]=[CH:25][CH:26]=1.CN(C1C(C2C(P(C3CCCCC3)C3CCCCC3)=CC=CC=2)=CC=CC=1)C.CC(C)([O-])C.[Na+]. (2) Given the product [ClH:1].[ClH:23].[F:24][C:25]1[CH:26]=[C:27]([CH:32]=[CH:33][CH:34]=1)[O:28][CH2:29][CH2:30][NH:31][C:2]1[N:9]=[C:8]([NH:10][C:11]2[CH:15]=[C:14]([CH3:16])[NH:13][N:12]=2)[CH:7]=[C:6]([C:17]2[CH:18]=[N:19][CH:20]=[CH:21][CH:22]=2)[C:3]=1[C:4]#[N:5], predict the reactants needed to synthesize it. The reactants are: [Cl:1][C:2]1[N:9]=[C:8]([NH:10][C:11]2[CH:15]=[C:14]([CH3:16])[NH:13][N:12]=2)[CH:7]=[C:6]([C:17]2[CH:18]=[N:19][CH:20]=[CH:21][CH:22]=2)[C:3]=1[C:4]#[N:5].[ClH:23].[F:24][C:25]1[CH:26]=[C:27]([CH:32]=[CH:33][CH:34]=1)[O:28][CH2:29][CH2:30][NH2:31].C(=O)([O-])O.[Na+].CS(C)=O. (3) Given the product [Cl:40][C:41]1[CH:46]=[CH:45][C:44]([C:47]2[C:53]3[CH:54]=[C:55]([O:58][CH2:59][CH2:60][CH2:61][CH2:62][C:63]([NH:76][C:77]4[CH:82]=[CH:81][CH:80]=[C:79]([OH:83])[C:78]=4[OH:84])=[O:65])[CH:56]=[CH:57][C:52]=3[N:51]3[C:66]([CH3:69])=[N:67][N:68]=[C:50]3[C@H:49]([CH2:70][C:71]([NH:73][CH2:74][CH3:75])=[O:72])[N:48]=2)=[CH:43][CH:42]=1, predict the reactants needed to synthesize it. The reactants are: ClC1C=CC(C2C3C=C(OCC(=O)NC4C=CC=CC=4)C=CC=3N3C(C)=NN=C3[C@H](CC(NCC)=O)N=2)=CC=1.[Cl:40][C:41]1[CH:46]=[CH:45][C:44]([C:47]2[C:53]3[CH:54]=[C:55]([O:58][CH2:59][CH2:60][CH2:61][CH2:62][C:63]([OH:65])=O)[CH:56]=[CH:57][C:52]=3[N:51]3[C:66]([CH3:69])=[N:67][N:68]=[C:50]3[C@H:49]([CH2:70][C:71]([NH:73][CH2:74][CH3:75])=[O:72])[N:48]=2)=[CH:43][CH:42]=1.[NH2:76][C:77]1[CH:82]=[CH:81][CH:80]=[C:79]([OH:83])[C:78]=1[OH:84]. (4) Given the product [C:75]([O:74][C:70]([NH:71][NH:72][C:7](=[O:8])[CH2:6][CH2:5][CH2:4][CH2:3][CH2:2][NH:1][C:10]([O:12][CH2:13][CH:14]1[C:26]2[CH:25]=[CH:24][CH:23]=[CH:22][C:21]=2[C:20]2[C:15]1=[CH:16][CH:17]=[CH:18][CH:19]=2)=[O:11])=[O:73])([CH3:78])([CH3:77])[CH3:76], predict the reactants needed to synthesize it. The reactants are: [NH:1]([C:10]([O:12][CH2:13][CH:14]1[C:26]2[C:21](=[CH:22][CH:23]=[CH:24][CH:25]=2)[C:20]2[C:15]1=[CH:16][CH:17]=[CH:18][CH:19]=2)=[O:11])[CH2:2][CH2:3][CH2:4][CH2:5][CH2:6][C:7](O)=[O:8].CN(C(ON1N=NC2C=CC=CC1=2)=[N+](C)C)C.F[P-](F)(F)(F)(F)F.C1C=CC2N(O)N=NC=2C=1.CCN(C(C)C)C(C)C.[C:70]([O:74][C:75]([CH3:78])([CH3:77])[CH3:76])(=[O:73])[NH:71][NH2:72]. (5) Given the product [S:25]1[C:26]([C:2]2[CH:19]=[C:18]([C:20]([CH3:23])([CH3:22])[CH3:21])[C:17]([OH:24])=[C:4]([CH:3]=2)[C:5]([NH:7][C:8]2[CH:13]=[CH:12][C:11]([C:14]#[N:15])=[CH:10][C:9]=2[Cl:16])=[O:6])=[CH:27][C:28]2[CH:33]=[CH:32][CH:31]=[CH:30][C:29]1=2, predict the reactants needed to synthesize it. The reactants are: Br[C:2]1[CH:3]=[C:4]([C:17]([OH:24])=[C:18]([C:20]([CH3:23])([CH3:22])[CH3:21])[CH:19]=1)[C:5]([NH:7][C:8]1[CH:13]=[CH:12][C:11]([C:14]#[N:15])=[CH:10][C:9]=1[Cl:16])=[O:6].[S:25]1[C:29]2[CH:30]=[CH:31][CH:32]=[CH:33][C:28]=2[CH:27]=[C:26]1B(O)O. (6) Given the product [CH2:4]([O:6][C:7]1[CH:12]=[CH:11][C:10]([F:13])=[CH:9][C:8]=1[C@H:14]1[CH2:18][CH2:17][CH2:16][N:15]1[C:19]1[CH:24]=[CH:23][N:22]2[N:25]=[CH:26][C:27]([C:28]([OH:30])=[O:29])=[C:21]2[CH:20]=1)[CH3:5], predict the reactants needed to synthesize it. The reactants are: O[Li].O.[CH2:4]([O:6][C:7]1[CH:12]=[CH:11][C:10]([F:13])=[CH:9][C:8]=1[C@H:14]1[CH2:18][CH2:17][CH2:16][N:15]1[C:19]1[CH:24]=[CH:23][N:22]2[N:25]=[CH:26][C:27]([C:28]([O:30]CC)=[O:29])=[C:21]2[CH:20]=1)[CH3:5].Cl.